The task is: Predict the reactants needed to synthesize the given product.. This data is from Full USPTO retrosynthesis dataset with 1.9M reactions from patents (1976-2016). (1) The reactants are: [CH2:1]([N:9]1[CH2:14][CH2:13][C:12](=O)[CH2:11][CH2:10]1)[CH2:2][C:3]1[CH:8]=[CH:7][CH:6]=[CH:5][CH:4]=1.[NH2:16][C:17]1[CH:22]=[CH:21][CH:20]=[CH:19][CH:18]=1.C(O[BH-](OC(=O)C)OC(=O)C)(=O)C.[Na+]. Given the product [CH2:1]([N:9]1[CH2:14][CH2:13][CH:12]([NH:16][C:17]2[CH:22]=[CH:21][CH:20]=[CH:19][CH:18]=2)[CH2:11][CH2:10]1)[CH2:2][C:3]1[CH:8]=[CH:7][CH:6]=[CH:5][CH:4]=1, predict the reactants needed to synthesize it. (2) Given the product [OH:9][C@@H:4]1[CH2:5][CH2:6][CH2:7][CH2:8][C@H:3]1[NH:2][C:10](=[O:11])[O:12][C:13]([CH3:16])([CH3:15])[CH3:14], predict the reactants needed to synthesize it. The reactants are: O.[NH2:2][C@@H:3]1[CH2:8][CH2:7][CH2:6][CH2:5][C@H:4]1[OH:9].[C:10](O[C:10]([O:12][C:13]([CH3:16])([CH3:15])[CH3:14])=[O:11])([O:12][C:13]([CH3:16])([CH3:15])[CH3:14])=[O:11].